From a dataset of Reaction yield outcomes from USPTO patents with 853,638 reactions. Predict the reaction yield, written as a fraction of the theoretical maximum amount of product (1.0 means a 100% yield; for example, 0.34 means a 34% yield). (1) The reactants are [N:1]1[CH:6]=[CH:5][CH:4]=[CH:3][C:2]=1[C:7]1[C:11]([CH2:12][O:13][C:14]2[CH:22]=[CH:21][C:17]([C:18]([OH:20])=O)=[CH:16][N:15]=2)=[CH:10][O:9][N:8]=1.[CH:23]([NH2:26])([CH3:25])[CH3:24]. No catalyst specified. The yield is 0.950. The product is [CH:23]([NH:26][C:18](=[O:20])[C:17]1[CH:21]=[CH:22][C:14]([O:13][CH2:12][C:11]2[C:7]([C:2]3[CH:3]=[CH:4][CH:5]=[CH:6][N:1]=3)=[N:8][O:9][CH:10]=2)=[N:15][CH:16]=1)([CH3:25])[CH3:24]. (2) The reactants are [NH:1]1[CH:5]=[C:4]([C:6]2[CH:32]=[CH:31][CH:30]=[CH:29][C:7]=2[O:8][CH2:9][CH2:10][C:11]2[CH:16]=[CH:15][C:14]([NH:17][C:18](=[O:27])[CH:19]([NH2:26])[CH:20]3[CH2:25][CH2:24][O:23][CH2:22][CH2:21]3)=[CH:13][C:12]=2[Cl:28])[N:3]=[CH:2]1.N1C=CC=CC=1.[C:39](Cl)(=[O:41])[CH3:40]. The catalyst is ClCCl. The product is [NH:1]1[CH:5]=[C:4]([C:6]2[CH:32]=[CH:31][CH:30]=[CH:29][C:7]=2[O:8][CH2:9][CH2:10][C:11]2[CH:16]=[CH:15][C:14]([NH:17][C:18](=[O:27])[CH:19]([NH:26][C:39](=[O:41])[CH3:40])[CH:20]3[CH2:21][CH2:22][O:23][CH2:24][CH2:25]3)=[CH:13][C:12]=2[Cl:28])[N:3]=[CH:2]1. The yield is 0.610. (3) The reactants are [NH2:1][C:2]1[CH:7]=[C:6]([O:8][CH3:9])[CH:5]=[CH:4][C:3]=1[C:10](=[O:13])[CH2:11][Cl:12].[C:14](O)(=[O:16])[CH3:15]. No catalyst specified. The product is [Cl:12][CH2:11][C:10]([C:3]1[CH:4]=[CH:5][C:6]([O:8][CH3:9])=[CH:7][C:2]=1[NH:1][C:14](=[O:16])[CH3:15])=[O:13]. The yield is 1.00. (4) The reactants are [CH3:1][O:2][C:3](=[O:12])[CH2:4][C:5]1[CH:10]=[CH:9][C:8]([SH:11])=[CH:7][CH:6]=1.[CH3:13][O:14][CH2:15]Cl. The catalyst is C(#N)C.N1C=CC=CC=1. The product is [CH3:1][O:2][C:3](=[O:12])[CH2:4][C:5]1[CH:10]=[CH:9][C:8]([S:11][CH2:13][O:14][CH3:15])=[CH:7][CH:6]=1. The yield is 0.776. (5) The reactants are Cl[C:2]1[N:7]=[CH:6][C:5]([C:8]([C:10]2[CH:15]=[CH:14][C:13]([O:16][CH:17]3[CH2:22][CH2:21][CH2:20][CH2:19][O:18]3)=[CH:12][CH:11]=2)=[O:9])=[CH:4][CH:3]=1.[CH3:23][N:24]([CH2:32][C:33]#[CH:34])[C:25](=[O:31])[O:26][C:27]([CH3:30])([CH3:29])[CH3:28]. The catalyst is C(N(CC)CC)C. The product is [CH3:23][N:24]([CH2:32][C:33]#[C:34][C:2]1[CH:3]=[CH:4][C:5]([C:8](=[O:9])[C:10]2[CH:15]=[CH:14][C:13]([O:16][CH:17]3[CH2:22][CH2:21][CH2:20][CH2:19][O:18]3)=[CH:12][CH:11]=2)=[CH:6][N:7]=1)[C:25](=[O:31])[O:26][C:27]([CH3:29])([CH3:30])[CH3:28]. The yield is 0.400. (6) The reactants are [CH3:1][N:2]1[C:6]([C:7](O)=[O:8])=[C:5]([C:10]([N:12]2[CH2:17][CH2:16][O:15][CH2:14][CH2:13]2)=[O:11])[CH:4]=[N:3]1.C(N1C=CN=C1)([N:20]1C=CN=C1)=O. The catalyst is C1COCC1. The product is [CH3:1][N:2]1[C:6]([C:7]([NH2:20])=[O:8])=[C:5]([C:10]([N:12]2[CH2:17][CH2:16][O:15][CH2:14][CH2:13]2)=[O:11])[CH:4]=[N:3]1. The yield is 0.900.